Dataset: hERG potassium channel inhibition data for cardiac toxicity prediction from Karim et al.. Task: Regression/Classification. Given a drug SMILES string, predict its toxicity properties. Task type varies by dataset: regression for continuous values (e.g., LD50, hERG inhibition percentage) or binary classification for toxic/non-toxic outcomes (e.g., AMES mutagenicity, cardiotoxicity, hepatotoxicity). Dataset: herg_karim. The compound is Cc1cc(O)ccc1[C@]1(O)CC[C@@H](NC(=O)CCc2ccccc2)CC1. The result is 0 (non-blocker).